Task: Predict the product of the given reaction.. Dataset: Forward reaction prediction with 1.9M reactions from USPTO patents (1976-2016) (1) Given the reactants [OH:1][CH2:2][C:3]1[CH:4]=[CH:5][C:6]([CH3:13])=[C:7]([CH:12]=1)[C:8]([O:10][CH3:11])=[O:9].C(Cl)(=O)C(Cl)=O.CS(C)=O.CCN(CC)CC, predict the reaction product. The product is: [CH:2]([C:3]1[CH:4]=[CH:5][C:6]([CH3:13])=[C:7]([CH:12]=1)[C:8]([O:10][CH3:11])=[O:9])=[O:1]. (2) Given the reactants Cl[C:2]1[C:3]([C:20]([NH2:22])=[O:21])=[N:4][C:5]([CH2:18][CH3:19])=[C:6]([O:8][C:9]2[CH:14]=[CH:13][CH:12]=[C:11]([N+:15]([O-:17])=[O:16])[CH:10]=2)[N:7]=1.[CH3:23][N:24]1[CH2:29][CH2:28][N:27]([C:30]2[N:35]=[CH:34][C:33]([NH2:36])=[CH:32][N:31]=2)[CH2:26][CH2:25]1.C(N(C(C)C)CC)(C)C, predict the reaction product. The product is: [CH2:18]([C:5]1[N:4]=[C:3]([C:20]([NH2:22])=[O:21])[C:2]([NH:36][C:33]2[CH:32]=[N:31][C:30]([N:27]3[CH2:28][CH2:29][N:24]([CH3:23])[CH2:25][CH2:26]3)=[N:35][CH:34]=2)=[N:7][C:6]=1[O:8][C:9]1[CH:14]=[CH:13][CH:12]=[C:11]([N+:15]([O-:17])=[O:16])[CH:10]=1)[CH3:19]. (3) Given the reactants [N:1]1[CH:6]=[CH:5][N:4]=[C:3]2[S:7][C:8]([C:10]([OH:12])=O)=[CH:9][C:2]=12.S(Cl)([Cl:15])=O, predict the reaction product. The product is: [N:1]1[CH:6]=[CH:5][N:4]=[C:3]2[S:7][C:8]([C:10]([Cl:15])=[O:12])=[CH:9][C:2]=12. (4) Given the reactants [NH2:1][C:2]1[C:3]2[C:10]([C:11]3[CH:16]=[CH:15][CH:14]=[C:13]([O:17][CH2:18][C:19]45[O:25][CH:22]([CH2:23][CH2:24]4)[CH2:21][CH2:20]5)[CH:12]=3)=[CH:9][N:8]([C@@H:26]3[CH2:29][C@H:28]([CH:30]=O)[CH2:27]3)[C:4]=2[N:5]=[CH:6][N:7]=1.[NH:32]1[CH2:39][CH2:38][CH2:37][C@H:33]1[C:34]([NH2:36])=[O:35], predict the reaction product. The product is: [NH2:1][C:2]1[C:3]2[C:10]([C:11]3[CH:16]=[CH:15][CH:14]=[C:13]([O:17][CH2:18][C:19]45[O:25][CH:22]([CH2:21][CH2:20]4)[CH2:23][CH2:24]5)[CH:12]=3)=[CH:9][N:8]([C@@H:26]3[CH2:29][C@H:28]([CH2:30][N:32]4[CH2:39][CH2:38][CH2:37][C@H:33]4[C:34]([NH2:36])=[O:35])[CH2:27]3)[C:4]=2[N:5]=[CH:6][N:7]=1. (5) Given the reactants [Cl:1][C:2]1[CH:3]=[N:4][CH:5]=[C:6]([Cl:11])[C:7]=1[C:8](O)=[O:9].S(Cl)([Cl:14])=O, predict the reaction product. The product is: [Cl:1][C:2]1[CH:3]=[N:4][CH:5]=[C:6]([Cl:11])[C:7]=1[C:8]([Cl:14])=[O:9]. (6) Given the reactants Br[C:2]1[C:3]([CH3:25])=[C:4]([C:15]2[CH:20]=[CH:19][CH:18]=[C:17]([C:21]([F:24])([F:23])[F:22])[CH:16]=2)[C:5]2[N:6]([N:8]=[C:9]([NH:11][C:12](=[O:14])[CH3:13])[N:10]=2)[CH:7]=1.C([Sn](CCCC)(CCCC)[C:31]([O:33]CC)=[CH2:32])CCC, predict the reaction product. The product is: [C:31]([C:2]1[C:3]([CH3:25])=[C:4]([C:15]2[CH:20]=[CH:19][CH:18]=[C:17]([C:21]([F:24])([F:23])[F:22])[CH:16]=2)[C:5]2[N:6]([N:8]=[C:9]([NH:11][C:12](=[O:14])[CH3:13])[N:10]=2)[CH:7]=1)(=[O:33])[CH3:32].